From a dataset of Drug-target binding data from BindingDB using Ki measurements. Regression. Given a target protein amino acid sequence and a drug SMILES string, predict the binding affinity score between them. We predict pKi (pKi = -log10(Ki in M); higher means stronger inhibition). Dataset: bindingdb_ki. (1) The small molecule is CC(C)[C@H](NC(=O)[C@@H]1CCCN1C(=O)[C@H](C)NC(=O)[C@H](C)NS(=O)(=O)c1cccc2c(N(C)C)cccc12)C(=O)C(F)(F)F. The target protein (Q9UNI1) has sequence MLVLYGHSTQDLPETNARVVGGTEAGRNSWPSQISLQYRSGGSRYHTCGGTLIRQNWVMTAAHCVDYQKTFRVVAGDHNLSQNDGTEQYVSVQKIVVHPYWNSDNVAAGYDIALLRLAQSVTLNSYVQLGVLPQEGAILANNSPCYITGWGKTKTNGQLAQTLQQAYLPSVDYAICSSSSYWGSTVKNTMVCAGGDGVRSGCQGDSGGPLHCLVNGKYSVHGVTSFVSSRGCNVSRKPTVFTQVSAYISWINNVIASN. The pKi is 3.0. (2) The drug is CC[C@H](C)[C@H](NC(=O)[C@H](CO)NC(=O)[C@H](CO)NC(=O)[C@H](CC(C)C)NC(=O)[C@H](CCCCN)NC(=O)[C@H](CCC(=O)O)NC(=O)[C@H](Cc1ccc(O)cc1)NC(=O)CNC(=O)[C@H](CO)NC(=O)[C@@H](N)CCCCN)C(=O)N[C@@H](CCC(=O)O)C(=O)N[C@@H](CO)C(=O)N[C@@H](CC(=O)O)C(=O)N[C@H](C(=O)O)C(C)C. The target protein (P78352) has sequence MDCLCIVTTKKYRYQDEDTPPLEHSPAHLPNQANSPPVIVNTDTLEAPGYELQVNGTEGEMEYEEITLERGNSGLGFSIAGGTDNPHIGDDPSIFITKIIPGGAAAQDGRLRVNDSILFVNEVDVREVTHSAAVEALKEAGSIVRLYVMRRKPPAEKVMEIKLIKGPKGLGFSIAGGVGNQHIPGDNSIYVTKIIEGGAAHKDGRLQIGDKILAVNSVGLEDVMHEDAVAALKNTYDVVYLKVAKPSNAYLSDSYAPPDITTSYSQHLDNEISHSSYLGTDYPTAMTPTSPRRYSPVAKDLLGEEDIPREPRRIVIHRGSTGLGFNIVGGEDGEGIFISFILAGGPADLSGELRKGDQILSVNGVDLRNASHEQAAIALKNAGQTVTIIAQYKPEEYSRFEAKIHDLREQLMNSSLGSGTASLRSNPKRGFYIRALFDYDKTKDCGFLSQALSFRFGDVLHVIDASDEEWWQARRVHSDSETDDIGFIPSKRRVERREWS.... The pKi is 4.7. (3) The small molecule is C(=C/Cc1ccccc1)\Cc1ccccc1. The target protein sequence is MAAAKLLHDSGLNVIVLEARDRVGGRTYTLRNQKVKYVDLGGAYVGPTQNRILRLSKELGLETYKVNEVERLIHHTKGKSYPFRGSFPSVWNPIAYLDHNNLWRTMDDMGREIPSDAPWKAPLAEQWDRMTMKELLDKICWTESSKQLAILFVNLCVSAEIHEVSALWFLWYVKQCGGTTRIFSTSNGGQERKFVGGSGQVSERIMELLGDRVKLERPVIHIDQTGENVLVETLNHELYEAKYVISAVPPVLGMKIHFNPPLPMMRNQLITRVPLGSVIKSIVYYKEPFWRNMDYCGSMIIEGEEAPVAYTLDDTKPDGSYPAIIGFILAHKARKLARLTKEERLKKLCDLYAKVLGSQEALHPVHYEEKNWCEEQYSAGCYTSYFPPGIMTQYGRVLRQPVGRIYFAGTETATHWSGYMEGAVEAGERAAREILHAMGKIPEDEIWLPEPESVDVPAKPITTTFLQRHLPSVPGLLKLIGLTTIISATALGYLAHKRGL.... The pKi is 3.0. (4) The compound is CN1Cc2c(C(=O)OC(C)(C)C)ncn2-c2ccc(OCc3ccccc3)cc2C1=O. The target protein (P28471) has sequence MVSVQKVPAIVLCSGVSLALLHVLCLATCLNESPGQNSKDEKLCPENFTRILDSLLDGYDNRLRPGFGGPVTEVKTDIYVTSFGPVSDVEMEYTMDVFFRQTWIDKRLKYDGPIEILRLNNMMVTKVWTPDTFFRNGKKSVSHNMTAPNKLFRIMRNGTILYTMRLTISAECPMRLVDFPMDGHACPLKFGSYAYPKSEMIYTWTKGPEKSVEVPKESSSLVQYDLIGQTVSSETIKSITGEYIVMTVYFHLRRKMGYFMIQTYIPCIMTVILSQVSFWINKESVPARTVFGITTVLTMTTLSISARHSLPKVSYATAMDWFIAVCFAFVFSALIEFAAVNYFTNIQMQKAKKKISKPPPEVPAAPVLKEKHTETSLQNTHANLNMRKRTNALVHSESDVNSRTEVGNHSSKTTAAQESSETTPKAHLASSPNPFSRANAAETISAAARGLSSAASPSPHGTLQPAPLRSASARPAFGARLGRIKTTVNTTGVPGNVSAT.... The pKi is 6.7. (5) The pKi is 9.7. The drug is CCCCN1CCC(COC(=O)c2cc(Cl)c(N)c3c2OCCO3)CC1. The target protein sequence is MDKLDANGSSKEGFGSVEKVVLLTFVSAVILMAVLGNLLVMVAVCRDRQLRKIKTNYFIVSLAFADLLVSVLVMPFGAIELVQDVWIYGEMFCLVRTSLDVLLTTASIFHLCCISLDRYYAICCQPLVYRNKMTPLRVAVLLAGCWAIPVLISFLPIMQGWNNIGITDLERTSKPRLGQDLHVIEKRKFHQNSNSTYCIFMVNKPYAITCSVVAFYIPFLLMVLAYWRIYVTAKEHAHQIQMLQRAGAPAEGRPPSADQHSTHRMRTETKAAKTLCVIMGCFCLCWAPFFVTNVVDPFADYSVPGQVWTAFLWLGYINSGLNPFLYAFLNKSFRRAFLIILCCDDERYRRPCVAGQTVPCSTTTVNGSTHVLRDAVECGGQWESQCHPPATSPLVAAQPSDT. (6) The drug is CC(C)CC(NC(=O)C(CC(C)C)NC(=O)C(Cc1cnc[nH]1)NC(=O)CN1CCCCC(NC(=O)C(C)NC(=O)C(Cc2c[nH]c3ccccc23)NC(=O)C(CCC(N)=O)NC(=O)[C@H](N)Cc2ccccc2)C1=O)C(N)=O. The target protein sequence is MDPNNCSHLNLEVDPFLSCNNTFNQTLSPPKMDNWFHPGIIYVIPAVYGLIIVIGLIGNITLIKIFCTVKSMRNVPNLFISSLALGDLLLLVTCAPVDASKYLADRWLFGRIGCKLIPFIQLTSVGVSVFTLTALSADRYKAIVRPMDIQASHALMKICLKAALIWIVSMLLAIPEAVFSDLHPFHVKDTNQTFISCAPYPHSNELHPKIHSMASFLVFYIIPLSIISVYYYFIARNLIQSAYNLPVEGNIHVKKQIESRKRLAKTVLVFVGLFAFCWLPNHVIYLYRSYHYSEVDTSMLHFITSICARLLAFTNSCVNPFALYLLSKSFRKQFNTQLLCCQPSLLNRSHSTGRSTTCMTSFKSTNPSATFSLINGNICHEGYV. The pKi is 8.7. (7) The target protein (P32305) has sequence MMDVNSSGRPDLYGHLRSLILPEVGRGLQDLSPDGGAHPVVSSWMPHLLSGFLEVTASPAPTWDAPPDNVSGCGEQINYGRVEKVVIGSILTLITLLTIAGNCLVVISVCFVKKLRQPSNYLIVSLALADLSVAVAVMPFVSVTDLIGGKWIFGHFFCNVFIAMDVMCCTASIMTLCVISIDRYLGITRPLTYPVRQNGKCMAKMILSVWLLSASITLPPLFGWAQNVNDDKVCLISQDFGYTIYSTAVAFYIPMSVMLFMYYQIYKAARKSAAKHKFPGFPRVQPESVISLNGVVKLQKEVEECANLSRLLKHERKNISIFKREQKAATTLGIIVGAFTVCWLPFFLLSTARPFICGTSCSCIPLWVERTCLWLGYANSLINPFIYAFFNRDLRTTYRSLLQCQYRNINRKLSAAGMHEALKLAERPERSEFVLQNSDHCGKKGHDT. The pKi is 7.2. The small molecule is CN1C[C@H](CNC(=O)OCc2ccccc2)C[C@@H]2c3cccc4c3c(cn4C)C[C@H]21. (8) The compound is O=[N+]([O-])c1ccc([C@@H]2[NH2+][C@H](CO)C(O)C2O)cc1. The target protein sequence is MTTIKENEFLCDEEIYKSFVHLKDKICEERKKKELVNNNIDNVNFNDDDDNNYDDDGNSYSSYIKEMKKLLKVVLLKYKALKFGEFILKSKRKSNYFFSSGVLNNIVSSNIICFLLSELILKNKLSFDYLLGASYKGIPMVSLTSHFLFESKKYSNIFYLYDRKEKKEYGDKNVIVGNLDDDDKDILNLKKKTKNNQDEEKKNIIIIDDVFTCGTALTEILAKLKTYEHLKVVAFIVLLNRNEYEINENNQKIYFKDIFEKRVGIPLYSILSYKDDIQSMI. The pKi is 6.3.